Task: Predict the reaction yield, written as a fraction of the theoretical maximum amount of product (1.0 means a 100% yield; for example, 0.34 means a 34% yield).. Dataset: Reaction yield outcomes from USPTO patents with 853,638 reactions The reactants are [C:1]([O:4][C:5]1[C:14]2[C:9](=[C:10]([CH:19]=[O:20])[CH:11]=[C:12]([CH:15]([CH2:17][CH3:18])[CH3:16])[CH:13]=2)[N:8]=[C:7]([CH3:21])[C:6]=1[CH3:22])(=[O:3])[CH3:2].[BH4-].[Na+].O. The catalyst is CO. The product is [C:1]([O:4][C:5]1[C:14]2[C:9](=[C:10]([CH2:19][OH:20])[CH:11]=[C:12]([CH:15]([CH2:17][CH3:18])[CH3:16])[CH:13]=2)[N:8]=[C:7]([CH3:21])[C:6]=1[CH3:22])(=[O:3])[CH3:2]. The yield is 0.840.